From a dataset of Reaction yield outcomes from USPTO patents with 853,638 reactions. Predict the reaction yield, written as a fraction of the theoretical maximum amount of product (1.0 means a 100% yield; for example, 0.34 means a 34% yield). (1) The reactants are [CH:1]([C:3]1[CH:11]=[CH:10][CH:9]=[C:8]2[C:4]=1[CH2:5][N:6]([C:12]([O:14][C@H:15]1[CH2:19][N:18](C(OC(C)(C)C)=O)[C@H:17]([C:27]([O:29][CH3:30])=[O:28])[CH2:16]1)=[O:13])[CH2:7]2)=[CH2:2].[ClH:31]. The catalyst is C(OCC)(=O)C. The product is [ClH:31].[CH:1]([C:3]1[CH:11]=[CH:10][CH:9]=[C:8]2[C:4]=1[CH2:5][N:6]([C:12]([O:14][C@@H:15]1[CH2:16][C@@H:17]([C:27]([O:29][CH3:30])=[O:28])[NH:18][CH2:19]1)=[O:13])[CH2:7]2)=[CH2:2]. The yield is 0.950. (2) The reactants are [C:1]([O:5][C:6](=[O:18])[NH:7][C@@:8]1([CH3:17])[CH2:10][C@@H:9]1[C:11]1[CH:16]=[CH:15][CH:14]=[CH:13][CH:12]=1)([CH3:4])([CH3:3])[CH3:2].[H-].[Na+].Cl.Cl[CH2:23][C:24]([N:26]1[CH2:31][CH2:30][N:29]([CH3:32])[CH2:28][CH2:27]1)=[O:25]. The catalyst is CN(C=O)C. The product is [C:1]([O:5][C:6](=[O:18])[N:7]([C@@:8]1([CH3:17])[CH2:10][C@@H:9]1[C:11]1[CH:12]=[CH:13][CH:14]=[CH:15][CH:16]=1)[CH2:23][C:24]([N:26]1[CH2:31][CH2:30][N:29]([CH3:32])[CH2:28][CH2:27]1)=[O:25])([CH3:4])([CH3:2])[CH3:3]. The yield is 0.320. (3) The reactants are [Cl:1][C:2]1[CH:3]=[C:4]([C:8]2[O:12][N:11]=[C:10]([CH2:13][CH:14]3[CH2:19][CH2:18][CH2:17][NH:16][C:15]3=O)[N:9]=2)[CH:5]=[CH:6][CH:7]=1.[C:21]([NH:29][NH2:30])(=O)[C:22]1[CH:27]=[CH:26][N:25]=[CH:24][CH:23]=1. The catalyst is C(Cl)Cl. The product is [Cl:1][C:2]1[CH:3]=[C:4]([C:8]2[O:12][N:11]=[C:10]([CH2:13][CH:14]3[CH2:19][CH2:18][CH2:17][N:16]4[C:21]([C:22]5[CH:27]=[CH:26][N:25]=[CH:24][CH:23]=5)=[N:29][N:30]=[C:15]34)[N:9]=2)[CH:5]=[CH:6][CH:7]=1. The yield is 0.200.